Dataset: Catalyst prediction with 721,799 reactions and 888 catalyst types from USPTO. Task: Predict which catalyst facilitates the given reaction. (1) Reactant: [N+:1]([O-:4])(O)=[O:2].[F:5][C:6]1[CH:11]=[CH:10][C:9]([N:12]2[C:16](=[O:17])[N:15]([CH3:18])[N:14]=[N:13]2)=[C:8]([O:19][CH3:20])[CH:7]=1. Product: [F:5][C:6]1[C:11]([N+:1]([O-:4])=[O:2])=[CH:10][C:9]([N:12]2[C:16](=[O:17])[N:15]([CH3:18])[N:14]=[N:13]2)=[C:8]([O:19][CH3:20])[CH:7]=1. The catalyst class is: 82. (2) Reactant: C[O:2][C:3](=[O:17])[C:4]1[CH:9]=[C:8]([O:10][CH2:11][C:12](=[O:14])[CH3:13])[CH:7]=[CH:6][C:5]=1[O:15][CH3:16].[OH-].[Na+].Cl. Product: [CH3:16][O:15][C:5]1[CH:6]=[CH:7][C:8]([O:10][CH2:11][C:12](=[O:14])[CH3:13])=[CH:9][C:4]=1[C:3]([OH:17])=[O:2]. The catalyst class is: 5. (3) Reactant: [N:1]1([CH2:6][C:7]([C:9]2[CH:14]=[CH:13][C:12]([C:15]([F:18])([F:17])[F:16])=[CH:11][N:10]=2)=[O:8])[CH:5]=[CH:4][CH:3]=[CH:2]1.[Cl:19][C:20]([Cl:25])([Cl:24])[C:21](Cl)=[O:22]. Product: [Cl:19][C:20]([Cl:25])([Cl:24])[C:21]([C:2]1[N:1]([CH2:6][C:7](=[O:8])[C:9]2[CH:14]=[CH:13][C:12]([C:15]([F:18])([F:16])[F:17])=[CH:11][N:10]=2)[CH:5]=[CH:4][CH:3]=1)=[O:22]. The catalyst class is: 2. (4) Reactant: [H-].[Na+].[C:3]1([CH2:9][CH2:10][C:11]([O:13][CH2:14][CH3:15])=[O:12])[CH:8]=[CH:7][CH:6]=[CH:5][CH:4]=1.[CH:16](OCC)=[O:17].C(O)(=O)C. The catalyst class is: 57. Product: [CH:16]([CH:10]([CH2:9][C:3]1[CH:8]=[CH:7][CH:6]=[CH:5][CH:4]=1)[C:11]([O:13][CH2:14][CH3:15])=[O:12])=[O:17]. (5) Reactant: [CH2:1]([O:4][C:5]1[C:12]([O:13][CH2:14][CH:15]=[CH2:16])=[CH:11][CH:10]=[CH:9][C:6]=1[CH:7]=[O:8])[CH:2]=[CH2:3].[CH3:17][Mg]Br. Product: [CH2:1]([O:4][C:5]1[C:12]([O:13][CH2:14][CH:15]=[CH2:16])=[CH:11][CH:10]=[CH:9][C:6]=1[CH:7]([OH:8])[CH3:17])[CH:2]=[CH2:3]. The catalyst class is: 76.